Dataset: Forward reaction prediction with 1.9M reactions from USPTO patents (1976-2016). Task: Predict the product of the given reaction. (1) Given the reactants CC(C)([O-])C.[K+].[F:7][C:8]([F:20])([F:19])[O:9][C:10]1[CH:15]=[CH:14][C:13]([C:16](=[O:18])[CH3:17])=[CH:12][CH:11]=1.[F:21][C:22]([F:29])([F:28])[C:23](OCC)=[O:24].OS(O)(=O)=O, predict the reaction product. The product is: [F:21][C:22]([F:29])([F:28])/[C:23](/[OH:24])=[CH:17]/[C:16]([C:13]1[CH:12]=[CH:11][C:10]([O:9][C:8]([F:19])([F:20])[F:7])=[CH:15][CH:14]=1)=[O:18]. (2) Given the reactants [Cl:1][C:2]1[CH:9]=[C:8]([OH:10])[CH:7]=[CH:6][C:3]=1[C:4]#[N:5].C(N(CC)CC)C.[C:18](Cl)(=[O:20])[CH3:19].[Al+3].[Cl-].[Cl-].[Cl-], predict the reaction product. The product is: [C:18]([C:7]1[C:8]([OH:10])=[CH:9][C:2]([Cl:1])=[C:3]([CH:6]=1)[C:4]#[N:5])(=[O:20])[CH3:19]. (3) Given the reactants [CH2:1]([N:3](S(C1C=CC=CC=1[N+]([O-])=O)(=O)=O)[CH:4]([CH3:9])[C:5]([O:7][CH3:8])=[O:6])[CH3:2].C1(S)C=CC=CC=1.C([O-])([O-])=O.[K+].[K+], predict the reaction product. The product is: [CH2:1]([NH:3][CH:4]([CH3:9])[C:5]([O:7][CH3:8])=[O:6])[CH3:2].